Regression. Given two drug SMILES strings and cell line genomic features, predict the synergy score measuring deviation from expected non-interaction effect. From a dataset of NCI-60 drug combinations with 297,098 pairs across 59 cell lines. (1) Drug 1: CC1=C2C(C(=O)C3(C(CC4C(C3C(C(C2(C)C)(CC1OC(=O)C(C(C5=CC=CC=C5)NC(=O)OC(C)(C)C)O)O)OC(=O)C6=CC=CC=C6)(CO4)OC(=O)C)OC)C)OC. Drug 2: CC(C)CN1C=NC2=C1C3=CC=CC=C3N=C2N. Cell line: SNB-75. Synergy scores: CSS=12.1, Synergy_ZIP=-9.33, Synergy_Bliss=-8.05, Synergy_Loewe=-44.2, Synergy_HSA=-8.82. (2) Drug 1: CC(CN1CC(=O)NC(=O)C1)N2CC(=O)NC(=O)C2. Drug 2: CC1C(C(=O)NC(C(=O)N2CCCC2C(=O)N(CC(=O)N(C(C(=O)O1)C(C)C)C)C)C(C)C)NC(=O)C3=C4C(=C(C=C3)C)OC5=C(C(=O)C(=C(C5=N4)C(=O)NC6C(OC(=O)C(N(C(=O)CN(C(=O)C7CCCN7C(=O)C(NC6=O)C(C)C)C)C)C(C)C)C)N)C. Cell line: UACC-257. Synergy scores: CSS=4.23, Synergy_ZIP=1.13, Synergy_Bliss=4.05, Synergy_Loewe=3.62, Synergy_HSA=2.84. (3) Drug 1: CS(=O)(=O)C1=CC(=C(C=C1)C(=O)NC2=CC(=C(C=C2)Cl)C3=CC=CC=N3)Cl. Drug 2: CNC(=O)C1=CC=CC=C1SC2=CC3=C(C=C2)C(=NN3)C=CC4=CC=CC=N4. Cell line: KM12. Synergy scores: CSS=27.8, Synergy_ZIP=-0.261, Synergy_Bliss=3.44, Synergy_Loewe=4.53, Synergy_HSA=6.19.